Task: Predict the reaction yield, written as a fraction of the theoretical maximum amount of product (1.0 means a 100% yield; for example, 0.34 means a 34% yield).. Dataset: Reaction yield outcomes from USPTO patents with 853,638 reactions The reactants are Br[CH2:2][C:3](=[O:17])[C@@H:4]([NH:6][C:7](=[O:16])[O:8][CH2:9][C:10]1[CH:15]=[CH:14][CH:13]=[CH:12][CH:11]=1)[CH3:5].[F:18][C:19]1[CH:24]=[C:23]([F:25])[CH:22]=[CH:21][C:20]=1[OH:26].[F-].[K+]. The catalyst is CN(C=O)C.ClCCl.O. The product is [F:18][C:19]1[CH:24]=[C:23]([F:25])[CH:22]=[CH:21][C:20]=1[O:26][CH2:2][C:3](=[O:17])[C@@H:4]([NH:6][C:7](=[O:16])[O:8][CH2:9][C:10]1[CH:15]=[CH:14][CH:13]=[CH:12][CH:11]=1)[CH3:5]. The yield is 0.940.